From a dataset of Full USPTO retrosynthesis dataset with 1.9M reactions from patents (1976-2016). Predict the reactants needed to synthesize the given product. (1) Given the product [Cl:31][C:28]1[N:27]=[C:25]([NH:26][CH:34]2[CH2:38][CH2:37][CH2:36][CH2:35]2)[C:24]2[N:23]=[CH:22][N:21]([C:30]=2[N:29]=1)[C@@H:6]1[O:7][C@H:8]([CH2:15][OH:16])[C@@H:9]([OH:10])[C@H:5]1[OH:33], predict the reactants needed to synthesize it. The reactants are: C(O[C@@:5]1([OH:33])[C@:9](OC(=O)C)([OH:10])[C@@H:8]([CH:15](OC(=O)C)[OH:16])[O:7][C@H:6]1[N:21]1[C:30]2[C:24]([C:25](Cl)([N:27]=[C:28]([Cl:31])[N:29]=2)[NH2:26])=[N:23][CH2:22]1)(=O)C.[CH:34]1(N)[CH2:38][CH2:37][CH2:36][CH2:35]1.C(O)C. (2) Given the product [O:34]=[C:33]1[NH:35][CH:1]([C:3]2[CH:12]=[CH:11][C:6]([C:7]([O:9][CH3:10])=[O:8])=[C:5]([C:13]([F:16])([F:15])[F:14])[CH:4]=2)[C:24]([C:25]2[CH:30]=[CH:29][CH:28]=[CH:27][CH:26]=2)=[C:23]([C:17]2[CH:22]=[CH:21][CH:20]=[CH:19][CH:18]=2)[NH:32]1, predict the reactants needed to synthesize it. The reactants are: [CH:1]([C:3]1[CH:12]=[CH:11][C:6]([C:7]([O:9][CH3:10])=[O:8])=[C:5]([C:13]([F:16])([F:15])[F:14])[CH:4]=1)=O.[C:17]1([C:23](=O)[CH2:24][C:25]2[CH:30]=[CH:29][CH:28]=[CH:27][CH:26]=2)[CH:22]=[CH:21][CH:20]=[CH:19][CH:18]=1.[NH2:32][C:33]([NH2:35])=[O:34].Cl.